This data is from Peptide-MHC class I binding affinity with 185,985 pairs from IEDB/IMGT. The task is: Regression. Given a peptide amino acid sequence and an MHC pseudo amino acid sequence, predict their binding affinity value. This is MHC class I binding data. (1) The peptide sequence is RLVDFLHWL. The MHC is HLA-A02:03 with pseudo-sequence HLA-A02:03. The binding affinity (normalized) is 1.00. (2) The peptide sequence is IVAQGIAAL. The MHC is HLA-A69:01 with pseudo-sequence HLA-A69:01. The binding affinity (normalized) is 0.808. (3) The peptide sequence is VTENKKIQY. The MHC is HLA-A80:01 with pseudo-sequence HLA-A80:01. The binding affinity (normalized) is 0.0847. (4) The peptide sequence is RQEMASRGLW. The MHC is Mamu-B01 with pseudo-sequence Mamu-B01. The binding affinity (normalized) is 0. (5) The peptide sequence is RYMGEDGCWY. The MHC is HLA-A24:02 with pseudo-sequence HLA-A24:02. The binding affinity (normalized) is 0.379. (6) The peptide sequence is STLNFNNLH. The MHC is HLA-B54:01 with pseudo-sequence HLA-B54:01. The binding affinity (normalized) is 0.00752. (7) The peptide sequence is DVFFIPPEK. The MHC is HLA-A68:01 with pseudo-sequence HLA-A68:01. The binding affinity (normalized) is 0.881. (8) The MHC is HLA-A25:01 with pseudo-sequence HLA-A25:01. The peptide sequence is VMGVIGFGF. The binding affinity (normalized) is 0.0847. (9) The MHC is SLA-10701 with pseudo-sequence YYAEYRNIYETTYVNTLYIIYRDYTWAVLSYRGY. The binding affinity (normalized) is 0.286. The peptide sequence is SKFTFSIPY. (10) The peptide sequence is NTSTCFQEY. The MHC is HLA-B58:01 with pseudo-sequence HLA-B58:01. The binding affinity (normalized) is 0.0847.